From a dataset of Forward reaction prediction with 1.9M reactions from USPTO patents (1976-2016). Predict the product of the given reaction. (1) Given the reactants [CH3:1][C:2]1[S:6][C:5]([C:7]([OH:9])=[O:8])=[CH:4][CH:3]=1.OS(O)(=O)=O.[CH3:15][CH2:16]O, predict the reaction product. The product is: [CH2:15]([O:8][C:7]([C:5]1[S:6][C:2]([CH3:1])=[CH:3][CH:4]=1)=[O:9])[CH3:16]. (2) Given the reactants [Br:1][C:2]1[CH:3]=[C:4]([OH:8])[CH:5]=[CH:6][CH:7]=1.Cl.Cl[CH2:11][CH2:12][N:13]1[CH2:17][CH2:16][CH2:15][CH2:14]1.C(=O)([O-])[O-].[K+].[K+], predict the reaction product. The product is: [Br:1][C:2]1[CH:3]=[C:4]([CH:5]=[CH:6][CH:7]=1)[O:8][CH2:11][CH2:12][N:13]1[CH2:17][CH2:16][CH2:15][CH2:14]1. (3) Given the reactants [CH2:1]([S:3](Cl)(=[O:5])=[O:4])[CH3:2].[NH2:7][CH2:8][CH2:9][CH2:10][O:11][C:12]1[CH:13]=[CH:14][C:15]2[C:16]3[N:17]([CH2:33][CH2:34][N:35]=3)[C:18]([NH:24][C:25](=[O:32])[C:26]3[CH:31]=[CH:30][CH:29]=[N:28][CH:27]=3)=[N:19][C:20]=2[C:21]=1[O:22][CH3:23].C(N(CC)CC)C, predict the reaction product. The product is: [CH2:1]([S:3]([NH:7][CH2:8][CH2:9][CH2:10][O:11][C:12]1[CH:13]=[CH:14][C:15]2[C:16]3[N:17]([CH2:33][CH2:34][N:35]=3)[C:18]([NH:24][C:25](=[O:32])[C:26]3[CH:31]=[CH:30][CH:29]=[N:28][CH:27]=3)=[N:19][C:20]=2[C:21]=1[O:22][CH3:23])(=[O:5])=[O:4])[CH3:2].